From a dataset of Full USPTO retrosynthesis dataset with 1.9M reactions from patents (1976-2016). Predict the reactants needed to synthesize the given product. (1) Given the product [C:1]([N:5]1[CH2:9][CH2:8][CH:7]([NH:11][C:12]([NH:14][C:15]2[CH:20]=[CH:19][C:18]([O:21][C:22]3[CH:27]=[CH:26][N:25]=[C:24]([C:28]4[CH:29]=[N:30][N:31]([CH3:33])[CH:32]=4)[CH:23]=3)=[CH:17][C:16]=2[F:34])=[O:13])[CH2:6]1)([CH3:4])([CH3:3])[CH3:2], predict the reactants needed to synthesize it. The reactants are: [C:1]([N:5]1[C:9](=O)[CH2:8][CH:7]([NH:11][C:12]([NH:14][C:15]2[CH:20]=[CH:19][C:18]([O:21][C:22]3[CH:27]=[CH:26][N:25]=[C:24]([C:28]4[CH:29]=[N:30][N:31]([CH3:33])[CH:32]=4)[CH:23]=3)=[CH:17][C:16]=2[F:34])=[O:13])[CH2:6]1)([CH3:4])([CH3:3])[CH3:2].[H-].[H-].[H-].[H-].[Li+].[Al+3].C1COCC1. (2) Given the product [Cl:10][C:11]1[C:22]([C:7](=[O:8])[CH2:6][Cl:5])=[CH:21][C:14]2[N:15]([CH3:20])[C:16](=[O:19])[N:17]([CH3:18])[C:13]=2[CH:12]=1, predict the reactants needed to synthesize it. The reactants are: [Cl-].[Al+3].[Cl-].[Cl-].[Cl:5][CH2:6][C:7](Cl)=[O:8].[Cl:10][C:11]1[CH:22]=[CH:21][C:14]2[N:15]([CH3:20])[C:16](=[O:19])[N:17]([CH3:18])[C:13]=2[CH:12]=1.